Dataset: Forward reaction prediction with 1.9M reactions from USPTO patents (1976-2016). Task: Predict the product of the given reaction. (1) Given the reactants [C:1]1([CH3:17])[CH:6]=[CH:5][CH:4]=[CH:3][C:2]=1[C@@H:7]1[CH2:12][C:11](=[O:13])[CH2:10][CH2:9][C@H:8]1[C:14]([OH:16])=[O:15].[CH2:18](O)[CH2:19][OH:20].C1(C)C=CC(S(O)(=O)=O)=CC=1.O, predict the reaction product. The product is: [CH3:17][C:1]1[CH:6]=[CH:5][CH:4]=[CH:3][C:2]=1[C@H:7]1[C@H:8]([C:14]([OH:16])=[O:15])[CH2:9][CH2:10][C:11]2([O:20][CH2:19][CH2:18][O:13]2)[CH2:12]1. (2) Given the reactants [C:1]([Br:4])(=O)[CH3:2].[CH2:5]1[C:14]2[C:9](=[CH:10][CH:11]=[CH:12][CH:13]=2)[CH2:8][C:7](=[O:15])[O:6]1, predict the reaction product. The product is: [CH2:5]([O:6][C:7](=[O:15])[CH2:8][C:9]1[CH:10]=[CH:11][CH:12]=[CH:13][C:2]=1[CH2:1][Br:4])[CH3:14]. (3) Given the reactants [Cl:1][C:2]1[CH:15]=[CH:14][C:13]2[S:12][C:11]3[C:6](=[CH:7][CH:8]=[CH:9][CH:10]=3)[N:5]([CH2:16][C:17]([OH:19])=O)[C:4]=2[CH:3]=1.Cl.CN(C)CCCN=C=NCC.ON1C2C=CC=CC=2N=N1.[CH3:42][NH:43][CH2:44][C:45]1[CH:50]=[CH:49][CH:48]=[CH:47][CH:46]=1.[OH-].[Na+], predict the reaction product. The product is: [CH2:44]([N:43]([CH3:42])[C:17](=[O:19])[CH2:16][N:5]1[C:4]2[CH:3]=[C:2]([Cl:1])[CH:15]=[CH:14][C:13]=2[S:12][C:11]2[C:6]1=[CH:7][CH:8]=[CH:9][CH:10]=2)[C:45]1[CH:50]=[CH:49][CH:48]=[CH:47][CH:46]=1. (4) Given the reactants C(O)(C(F)(F)F)=O.C(OC(=O)[NH:14][C:15]1[CH:20]=[CH:19][N:18]=[C:17]([Cl:21])[C:16]=1[F:22])(C)(C)C, predict the reaction product. The product is: [Cl:21][C:17]1[C:16]([F:22])=[C:15]([NH2:14])[CH:20]=[CH:19][N:18]=1. (5) Given the reactants [Br:1][C:2]1[C:3]([F:17])=[CH:4][CH:5]=[C:6]2[C:11]=1[N:10]=[C:9](Cl)[N:8]([CH:13]1[CH2:15][CH2:14]1)[C:7]2=[O:16].Cl.[CH3:19][C:20]1([NH2:23])[CH2:22][CH2:21]1.C(N(CC)CC)C, predict the reaction product. The product is: [Br:1][C:2]1[C:3]([F:17])=[CH:4][CH:5]=[C:6]2[C:11]=1[N:10]=[C:9]([NH:23][C:20]1([CH3:19])[CH2:22][CH2:21]1)[N:8]([CH:13]1[CH2:15][CH2:14]1)[C:7]2=[O:16]. (6) Given the reactants [Cl:1][C:2]1[C:7]([C:8]([OH:10])=O)=[CH:6][C:5]([F:11])=[C:4]([Cl:12])[N:3]=1.C1N=CN(C(N2C=NC=C2)=O)C=1.[NH2:25][C:26]1[N:31]=[C:30]([S:32]([NH2:35])(=[O:34])=[O:33])[CH:29]=[CH:28][CH:27]=1.[H-].[Na+], predict the reaction product. The product is: [NH2:25][C:26]1[N:31]=[C:30]([S:32]([NH:35][C:8]([C:7]2[C:2]([Cl:1])=[N:3][C:4]([Cl:12])=[C:5]([F:11])[CH:6]=2)=[O:10])(=[O:34])=[O:33])[CH:29]=[CH:28][CH:27]=1. (7) Given the reactants [CH3:1][C:2]1[CH:6]=[CH:5][S:4][CH:3]=1.[Li]CCCC.[O:12]1[CH2:14][CH2:13]1, predict the reaction product. The product is: [CH3:1][C:2]1[CH:6]=[C:5]([CH2:14][CH2:13][OH:12])[S:4][CH:3]=1.